Dataset: Experimentally validated miRNA-target interactions with 360,000+ pairs, plus equal number of negative samples. Task: Binary Classification. Given a miRNA mature sequence and a target amino acid sequence, predict their likelihood of interaction. (1) The miRNA is hsa-miR-4288 with sequence UUGUCUGCUGAGUUUCC. The protein sequence of the target gene is METIWIYQFRLIVIGDSTVGKSCLLHRFTQGRFPGLHSPACDPTVGVDFFSRLLEIEPGKRIKLQLWDTAGQERFRSITRSYYRNSVGGFLVFDITNRRSFEHVKDWLEEAKMHVQPFQIVFLLVGHKCDLASQRQVSREEAERLSTDCGMKYIETSAKDATNVEESFTILTRDIYELIKKGEICIQDGWEGVKSGFVPNTVHSSEEAVKPRKECFC. Result: 0 (no interaction). (2) The miRNA is hsa-miR-1343-5p with sequence UGGGGAGCGGCCCCCGGGUGGG. The protein sequence of the target gene is MADLEEQLSDEEKVRIAAKFIIHAPPGEFNEVFNDVRLLLNNDNLLREGAAHAFAQYNLDQFTPVKIEGYEDQVLITEHGDLGNGKFLDPKNRICFKFDHLRKEATDPRPYEAENAIESWRTSVETALRAYVKEHYPNGVCTVYGKKVDGQQTIIACIESHQFQAKNFWNGRWRSEWKFTVTPSTTQVVGILKIQVHYYEDGNVQLVSHKDIQDSLTVSNEVQTAKEFIKIVEAAENEYQTAISENYQTMSDTTFKALRRQLPVTRTKIDWNKILSYKIGKEMQNA. Result: 0 (no interaction). (3) The miRNA is hsa-miR-4282 with sequence UAAAAUUUGCAUCCAGGA. The protein sequence of the target gene is MSGKANASKKNAQQLKRNPKRKKDNEEVVLSENKVRNTVKKNKNHLKDLSSEGQTKHTNLKHGKTAASKRKTWQPLSKSTRDHLQTMMESVIMTILSNSIKEKEEIQYHLNFLKKRLLQQCETLKVPPKKMEDLTNVSSLLNMERARDKANEEGLALLQEEIDKMVETTELMTGNIQSLKNKIQILASEVEEEEERVKQMHQINSSGVLSLPELSQKTLKAPTLQKEILALIPNQNALLKDLDILHNSSQMKSMSTFIEEAYKKLDAS. Result: 1 (interaction).